The task is: Predict the product of the given reaction.. This data is from Forward reaction prediction with 1.9M reactions from USPTO patents (1976-2016). (1) Given the reactants Cl.Cl.[F:3][C:4]1[CH:9]=[CH:8][C:7]([C:10]2[NH:11][CH:12]=[C:13]([C:21]3[CH2:22][CH2:23][NH:24][CH2:25][CH:26]=3)[C:14]=2[C:15]2[CH:20]=[CH:19][N:18]=[CH:17][CH:16]=2)=[CH:6][CH:5]=1.C(=O)([O-])[O-].[Na+].[Na+], predict the reaction product. The product is: [F:3][C:4]1[CH:5]=[CH:6][C:7]([C:10]2[NH:11][CH:12]=[C:13]([C:21]3[CH:22]=[CH:23][N:24]=[CH:25][CH:26]=3)[C:14]=2[C:15]2[CH:20]=[CH:19][N:18]=[CH:17][CH:16]=2)=[CH:8][CH:9]=1. (2) Given the reactants [CH:1]([C:3]1[C:8]([O:9][CH3:10])=[CH:7][C:6]([OH:11])=[CH:5][C:4]=1[O:12][CH3:13])=[O:2].CC(C)([O-])C.[K+].Br[CH2:21][CH2:22][CH2:23][CH2:24][C:25]([O:27][CH2:28][CH3:29])=[O:26], predict the reaction product. The product is: [CH:1]([C:3]1[C:4]([O:12][CH3:13])=[CH:5][C:6]([O:11][CH2:21][CH2:22][CH2:23][CH2:24][C:25]([O:27][CH2:28][CH3:29])=[O:26])=[CH:7][C:8]=1[O:9][CH3:10])=[O:2]. (3) Given the reactants [CH:1]([C:3]1[C:11]2[C:6](=[CH:7][CH:8]=[CH:9][CH:10]=2)[NH:5][C:4]=1[C:12]([O:14][CH2:15][CH3:16])=[O:13])=[O:2].Cl([O-])=[O:18].[Na+].P([O-])(O)(O)=O.[Na+], predict the reaction product. The product is: [CH2:15]([O:14][C:12]([C:4]1[NH:5][C:6]2[C:11]([C:3]=1[C:1]([OH:18])=[O:2])=[CH:10][CH:9]=[CH:8][CH:7]=2)=[O:13])[CH3:16]. (4) Given the reactants [O:1]1[C:6]2[CH:7]=[CH:8][C:9]([S:11][C:12]3[CH:17]=[CH:16][C:15](/[CH:18]=[CH:19]/[C:20]([N:22]4[CH2:27][CH2:26][N:25](C(OC(C)(C)C)=O)[CH2:24][CH2:23]4)=[O:21])=[CH:14][C:13]=3[N+:35]([O-:37])=[O:36])=[CH:10][C:5]=2[O:4][CH2:3][CH2:2]1.[C:38]([OH:44])([C:40](F)(F)F)=[O:39].BrCC(OC(C)(C)C)=O, predict the reaction product. The product is: [O:1]1[C:6]2[CH:7]=[CH:8][C:9]([S:11][C:12]3[CH:17]=[CH:16][C:15](/[CH:18]=[CH:19]/[C:20]([N:22]4[CH2:27][CH2:26][N:25]([CH2:40][C:38]([OH:44])=[O:39])[CH2:24][CH2:23]4)=[O:21])=[CH:14][C:13]=3[N+:35]([O-:37])=[O:36])=[CH:10][C:5]=2[O:4][CH2:3][CH2:2]1. (5) Given the reactants N(OC(C)(C)C)=O.N[C:9]1[N:13]([C:14]2[C:19]([Cl:20])=[CH:18][C:17]([C:21]([F:24])([F:23])[F:22])=[CH:16][C:15]=2[Cl:25])[N:12]=[C:11]([C:26]#[N:27])[C:10]=1[C:28](=[O:33])[C:29]([F:32])([F:31])[F:30].CCCCCC.ClCCl, predict the reaction product. The product is: [C:26]([C:11]1[C:10]([C:28](=[O:33])[C:29]([F:30])([F:31])[F:32])=[CH:9][N:13]([C:14]2[C:19]([Cl:20])=[CH:18][C:17]([C:21]([F:24])([F:22])[F:23])=[CH:16][C:15]=2[Cl:25])[N:12]=1)#[N:27]. (6) Given the reactants [F:1][C:2]1[CH:7]=[CH:6][C:5]([S:8](Cl)(=[O:10])=[O:9])=[CH:4][C:3]=1[S:12]([C:15]([F:18])([F:17])[F:16])(=[O:14])=[O:13].[OH-].[NH4+:20].Cl, predict the reaction product. The product is: [F:1][C:2]1[CH:7]=[CH:6][C:5]([S:8]([NH2:20])(=[O:10])=[O:9])=[CH:4][C:3]=1[S:12]([C:15]([F:18])([F:17])[F:16])(=[O:14])=[O:13]. (7) Given the reactants [Br:1][C:2]1[CH:3]=[N:4][C:5]2[N:6]([N:8]=[C:9]([C:11]([OH:13])=O)[CH:10]=2)[CH:7]=1.[NH:14]1[CH2:19][CH:18]=[C:17]([C:20]2[CH:25]=[CH:24][N:23]=[CH:22][N:21]=2)[CH2:16][CH2:15]1, predict the reaction product. The product is: [Br:1][C:2]1[CH:3]=[N:4][C:5]2[N:6]([N:8]=[C:9]([C:11]([N:14]3[CH2:15][CH:16]=[C:17]([C:20]4[CH:25]=[CH:24][N:23]=[CH:22][N:21]=4)[CH2:18][CH2:19]3)=[O:13])[CH:10]=2)[CH:7]=1. (8) Given the reactants Br[C:2]1[CH:7]=[CH:6][N:5]2[N:8]=[C:9]([NH2:11])[N:10]=[C:4]2[CH:3]=1.C(=O)([O-])[O-].[K+].[K+].[F:18][C:19]1[CH:24]=[CH:23][C:22]([C@@H:25]([CH3:38])[C:26]([NH:28][C:29]2[CH:34]=[CH:33][C:32](B(O)O)=[CH:31][CH:30]=2)=[O:27])=[CH:21][CH:20]=1.C1(P(C2C=CC=CC=2)C2C=CC=CC=2)C=CC=CC=1, predict the reaction product. The product is: [NH2:11][C:9]1[N:10]=[C:4]2[CH:3]=[C:2]([C:32]3[CH:31]=[CH:30][C:29]([NH:28][C:26](=[O:27])[C@@H:25]([C:22]4[CH:21]=[CH:20][C:19]([F:18])=[CH:24][CH:23]=4)[CH3:38])=[CH:34][CH:33]=3)[CH:7]=[CH:6][N:5]2[N:8]=1. (9) Given the reactants [CH3:1][O:2][C:3]1[CH:4]=[C:5]2[C:10](=[CH:11][CH:12]=1)[CH:9]=[C:8]([C@H:13]([CH3:17])[C:14](Cl)=[O:15])[CH:7]=[CH:6]2.[N+:18]([O:21][CH2:22][CH2:23][CH2:24][CH2:25][OH:26])([O-:20])=[O:19].O.[OH-].[K+], predict the reaction product. The product is: [N+:18]([O:21][CH2:22][CH2:23][CH2:24][CH2:25][O:26][C:14](=[O:15])[C@H:13]([C:8]1[CH:7]=[CH:6][C:5]2[C:10](=[CH:11][CH:12]=[C:3]([O:2][CH3:1])[CH:4]=2)[CH:9]=1)[CH3:17])([O-:20])=[O:19].